From a dataset of Full USPTO retrosynthesis dataset with 1.9M reactions from patents (1976-2016). Predict the reactants needed to synthesize the given product. (1) Given the product [CH2:1]([O:3][C:4](=[O:16])[C:5]([S:7][C:8]1[CH:9]=[CH:10][C:11]([O:14][CH3:15])=[CH:12][CH:13]=1)([CH3:6])[CH2:27][C:28]1[CH:33]=[CH:32][CH:31]=[CH:30][CH:29]=1)[CH3:2], predict the reactants needed to synthesize it. The reactants are: [CH2:1]([O:3][C:4](=[O:16])[CH:5]([S:7][C:8]1[CH:13]=[CH:12][C:11]([O:14][CH3:15])=[CH:10][CH:9]=1)[CH3:6])[CH3:2].C[Si]([N-][Si](C)(C)C)(C)C.[Li+].[CH2:27](Br)[C:28]1[CH:33]=[CH:32][CH:31]=[CH:30][CH:29]=1. (2) Given the product [Cl:14][C:4]1[N:3]=[C:2]([OH:19])[C:11]2[C:6]([CH:5]=1)=[CH:7][CH:8]=[C:9]([O:12][CH3:13])[CH:10]=2, predict the reactants needed to synthesize it. The reactants are: Cl[C:2]1[C:11]2[C:6](=[CH:7][CH:8]=[C:9]([O:12][CH3:13])[CH:10]=2)[CH:5]=[C:4]([Cl:14])[N:3]=1.C([O:19][K])(C)(C)C. (3) Given the product [F:10][C:11]1[CH:12]=[CH:13][C:14]([C:17](=[O:20])[CH:18]([C:6]2[CH:7]=[CH:8][C:3]([O:2][CH3:1])=[CH:4][CH:5]=2)[CH3:19])=[CH:15][CH:16]=1, predict the reactants needed to synthesize it. The reactants are: [CH3:1][O:2][C:3]1[CH:8]=[CH:7][C:6](Cl)=[CH:5][CH:4]=1.[F:10][C:11]1[CH:16]=[CH:15][C:14]([C:17](=[O:20])[CH2:18][CH3:19])=[CH:13][CH:12]=1.C(O[Na])(C)(C)C. (4) Given the product [Cl:35][C:11]1[C:10]([O:9][CH2:8][CH2:7][OH:6])=[CH:15][C:14]([NH:16][C:17]([C:19]2[C@H:20]([C:27]3[CH:28]=[CH:29][C:30]([F:33])=[CH:31][CH:32]=3)[NH:21][C:22](=[O:26])[N:23]([CH3:25])[CH:24]=2)=[O:18])=[C:13]([CH3:34])[CH:12]=1, predict the reactants needed to synthesize it. The reactants are: C([Si](C)(C)[O:6][CH2:7][CH2:8][O:9][C:10]1[C:11]([Cl:35])=[CH:12][C:13]([CH3:34])=[C:14]([NH:16][C:17]([C:19]2[C@H:20]([C:27]3[CH:32]=[CH:31][C:30]([F:33])=[CH:29][CH:28]=3)[NH:21][C:22](=[O:26])[N:23]([CH3:25])[CH:24]=2)=[O:18])[CH:15]=1)(C)(C)C. (5) The reactants are: [N+](C1C=CC(O[C:11](=[O:36])[NH:12][CH:13]([CH3:35])[C:14]#[C:15][C:16]2[S:20][C:19]([O:21][C:22]3[CH:27]=[CH:26][C:25]([O:28][C:29]4[CH:34]=[CH:33][CH:32]=[CH:31][CH:30]=4)=[CH:24][CH:23]=3)=[N:18][CH:17]=2)=CC=1)([O-])=O.Cl.[NH2:38][CH2:39][C:40]([NH2:42])=[O:41]. Given the product [CH3:35][CH:13]([NH:12][C:11]([NH:38][CH2:39][C:40]([NH2:42])=[O:41])=[O:36])[C:14]#[C:15][C:16]1[S:20][C:19]([O:21][C:22]2[CH:23]=[CH:24][C:25]([O:28][C:29]3[CH:34]=[CH:33][CH:32]=[CH:31][CH:30]=3)=[CH:26][CH:27]=2)=[N:18][CH:17]=1, predict the reactants needed to synthesize it. (6) The reactants are: [Cl:1][C:2]1[N:7]=[C:6]([C:8](O)=O)[CH:5]=[CH:4][CH:3]=1.[C:11]([NH2:20])(=O)[C:12]1[C:13](=[CH:15][CH:16]=[CH:17][CH:18]=1)[NH2:14].[Cl:21][C:22]1[CH:28]=[CH:27][C:25]([NH2:26])=[CH:24][CH:23]=1. Given the product [Cl:21][C:22]1[CH:28]=[CH:27][C:25]([NH:26][C:11]2[C:12]3[C:13](=[CH:15][CH:16]=[CH:17][CH:18]=3)[N:14]=[C:8]([C:6]3[CH:5]=[CH:4][CH:3]=[C:2]([Cl:1])[N:7]=3)[N:20]=2)=[CH:24][CH:23]=1, predict the reactants needed to synthesize it. (7) Given the product [NH2:36][C:18]1[C:19]([O:21][CH2:22][CH:23]2[CH2:28][CH2:27][N:26]([C:29]([O:31][C:32]([CH3:35])([CH3:34])[CH3:33])=[O:30])[CH2:25][CH2:24]2)=[CH:20][C:15]([NH:14][C:11]2[CH:10]=[N:9][C:8]([C:6]#[N:7])=[CH:13][N:12]=2)=[N:16][CH:17]=1, predict the reactants needed to synthesize it. The reactants are: O.O.[Sn](Cl)Cl.[C:6]([C:8]1[N:9]=[CH:10][C:11]([NH:14][C:15]2[CH:20]=[C:19]([O:21][CH2:22][CH:23]3[CH2:28][CH2:27][N:26]([C:29]([O:31][C:32]([CH3:35])([CH3:34])[CH3:33])=[O:30])[CH2:25][CH2:24]3)[C:18]([N+:36]([O-])=O)=[CH:17][N:16]=2)=[N:12][CH:13]=1)#[N:7].